This data is from NCI-60 drug combinations with 297,098 pairs across 59 cell lines. The task is: Regression. Given two drug SMILES strings and cell line genomic features, predict the synergy score measuring deviation from expected non-interaction effect. (1) Drug 1: CC1=C2C(C(=O)C3(C(CC4C(C3C(C(C2(C)C)(CC1OC(=O)C(C(C5=CC=CC=C5)NC(=O)OC(C)(C)C)O)O)OC(=O)C6=CC=CC=C6)(CO4)OC(=O)C)OC)C)OC. Drug 2: B(C(CC(C)C)NC(=O)C(CC1=CC=CC=C1)NC(=O)C2=NC=CN=C2)(O)O. Cell line: A498. Synergy scores: CSS=46.8, Synergy_ZIP=8.86, Synergy_Bliss=8.69, Synergy_Loewe=6.99, Synergy_HSA=11.2. (2) Drug 1: CC12CCC3C(C1CCC2OP(=O)(O)O)CCC4=C3C=CC(=C4)OC(=O)N(CCCl)CCCl.[Na+]. Drug 2: CC1C(C(CC(O1)OC2CC(CC3=C2C(=C4C(=C3O)C(=O)C5=CC=CC=C5C4=O)O)(C(=O)C)O)N)O. Cell line: OVCAR-4. Synergy scores: CSS=26.7, Synergy_ZIP=1.48, Synergy_Bliss=4.23, Synergy_Loewe=-26.1, Synergy_HSA=4.68. (3) Drug 1: C1=CC(=CC=C1CCCC(=O)O)N(CCCl)CCCl. Drug 2: C1=CC=C(C(=C1)C(C2=CC=C(C=C2)Cl)C(Cl)Cl)Cl. Cell line: MDA-MB-435. Synergy scores: CSS=-3.41, Synergy_ZIP=-1.54, Synergy_Bliss=-3.69, Synergy_Loewe=-5.98, Synergy_HSA=-4.78. (4) Drug 1: C1=CC(=CC=C1CCC2=CNC3=C2C(=O)NC(=N3)N)C(=O)NC(CCC(=O)O)C(=O)O. Drug 2: C(CN)CNCCSP(=O)(O)O. Cell line: A498. Synergy scores: CSS=17.3, Synergy_ZIP=-3.61, Synergy_Bliss=-0.407, Synergy_Loewe=-16.9, Synergy_HSA=-0.543. (5) Drug 1: CC1=C2C(C(=O)C3(C(CC4C(C3C(C(C2(C)C)(CC1OC(=O)C(C(C5=CC=CC=C5)NC(=O)C6=CC=CC=C6)O)O)OC(=O)C7=CC=CC=C7)(CO4)OC(=O)C)O)C)OC(=O)C. Drug 2: N.N.Cl[Pt+2]Cl. Cell line: LOX IMVI. Synergy scores: CSS=65.1, Synergy_ZIP=2.24, Synergy_Bliss=2.20, Synergy_Loewe=0.522, Synergy_HSA=5.88. (6) Drug 1: CC1C(C(CC(O1)OC2CC(CC3=C2C(=C4C(=C3O)C(=O)C5=C(C4=O)C(=CC=C5)OC)O)(C(=O)C)O)N)O.Cl. Drug 2: CS(=O)(=O)OCCCCOS(=O)(=O)C. Cell line: HS 578T. Synergy scores: CSS=33.4, Synergy_ZIP=1.39, Synergy_Bliss=6.64, Synergy_Loewe=-10.4, Synergy_HSA=3.34. (7) Drug 1: CC12CCC(CC1=CCC3C2CCC4(C3CC=C4C5=CN=CC=C5)C)O. Drug 2: CC1C(C(CC(O1)OC2CC(CC3=C2C(=C4C(=C3O)C(=O)C5=CC=CC=C5C4=O)O)(C(=O)C)O)N)O. Cell line: A498. Synergy scores: CSS=69.6, Synergy_ZIP=6.50, Synergy_Bliss=11.9, Synergy_Loewe=-32.3, Synergy_HSA=10.6. (8) Drug 1: CCCCCOC(=O)NC1=NC(=O)N(C=C1F)C2C(C(C(O2)C)O)O. Drug 2: CC12CCC3C(C1CCC2O)C(CC4=C3C=CC(=C4)O)CCCCCCCCCS(=O)CCCC(C(F)(F)F)(F)F. Cell line: EKVX. Synergy scores: CSS=-3.27, Synergy_ZIP=3.81, Synergy_Bliss=0.837, Synergy_Loewe=-2.22, Synergy_HSA=-4.12. (9) Drug 1: C1=CC(=CC=C1CCCC(=O)O)N(CCCl)CCCl. Drug 2: CCC1(CC2CC(C3=C(CCN(C2)C1)C4=CC=CC=C4N3)(C5=C(C=C6C(=C5)C78CCN9C7C(C=CC9)(C(C(C8N6C=O)(C(=O)OC)O)OC(=O)C)CC)OC)C(=O)OC)O.OS(=O)(=O)O. Cell line: T-47D. Synergy scores: CSS=29.3, Synergy_ZIP=-11.4, Synergy_Bliss=-1.85, Synergy_Loewe=-20.3, Synergy_HSA=-1.34. (10) Drug 1: C1=CC(=CC=C1C#N)C(C2=CC=C(C=C2)C#N)N3C=NC=N3. Drug 2: CCN(CC)CCCC(C)NC1=C2C=C(C=CC2=NC3=C1C=CC(=C3)Cl)OC. Cell line: A549. Synergy scores: CSS=23.0, Synergy_ZIP=-0.173, Synergy_Bliss=4.32, Synergy_Loewe=-0.656, Synergy_HSA=4.41.